This data is from Full USPTO retrosynthesis dataset with 1.9M reactions from patents (1976-2016). The task is: Predict the reactants needed to synthesize the given product. Given the product [NH2:1][C:2]1[N:7]=[C:6]([C:8]2[O:9][CH:10]=[CH:11][CH:12]=2)[C:5]([C:13]#[N:14])=[C:4]([O:27][CH2:19][CH2:20][C:21]2[CH:26]=[CH:25][CH:24]=[CH:23][CH:22]=2)[N:3]=1, predict the reactants needed to synthesize it. The reactants are: [NH2:1][C:2]1[N:7]=[C:6]([C:8]2[O:9][CH:10]=[CH:11][CH:12]=2)[C:5]([C:13]#[N:14])=[C:4](S(C)(=O)=O)[N:3]=1.[CH2:19]([OH:27])[CH2:20][C:21]1[CH:26]=[CH:25][CH:24]=[CH:23][CH:22]=1.C1CCN2C(=NCCC2)CC1.